This data is from Full USPTO retrosynthesis dataset with 1.9M reactions from patents (1976-2016). The task is: Predict the reactants needed to synthesize the given product. (1) Given the product [C:31]([O:35][C:36]([N:20]1[C:21]2[C:26](=[CH:25][C:24]([F:27])=[C:23]([Cl:28])[CH:22]=2)/[C:18](=[CH:17]/[C:11]2[CH:12]=[C:13]([Cl:16])[CH:14]=[CH:15][C:10]=2[O:9][C:4]([CH2:5][CH3:6])([C:3]([O:2][CH3:1])=[O:30])[CH2:7][CH3:8])/[C:19]1=[O:29])=[O:37])([CH3:34])([CH3:33])[CH3:32], predict the reactants needed to synthesize it. The reactants are: [CH3:1][O:2][C:3](=[O:30])[C:4]([O:9][C:10]1[CH:15]=[CH:14][C:13]([Cl:16])=[CH:12][C:11]=1/[CH:17]=[C:18]1\[C:19](=[O:29])[NH:20][C:21]2[C:26]\1=[CH:25][C:24]([F:27])=[C:23]([Cl:28])[CH:22]=2)([CH2:7][CH3:8])[CH2:5][CH3:6].[C:31]([O:35][C:36](O[C:36]([O:35][C:31]([CH3:34])([CH3:33])[CH3:32])=[O:37])=[O:37])([CH3:34])([CH3:33])[CH3:32]. (2) Given the product [O:2]1[B:7]2[O:8][CH2:9][C:10]3[CH2:11][O:12][CH:13]=[CH:14][C:5]([C:6]=32)=[CH:4][C@H:3]1[CH2:15][NH:16][C:29](=[O:30])[O:28][C:25]([CH3:27])([CH3:26])[CH3:24], predict the reactants needed to synthesize it. The reactants are: Cl.[O:2]1[B:7]2[O:8][CH2:9][C:10]3[CH2:11][O:12][CH:13]=[CH:14][C:5]([C:6]=32)=[CH:4][C@H:3]1[CH2:15][NH2:16].CCN(CC)CC.[CH3:24][C:25]([O:28][C:29](O[C:29]([O:28][C:25]([CH3:27])([CH3:26])[CH3:24])=[O:30])=[O:30])([CH3:27])[CH3:26]. (3) Given the product [S:22]1[C:26]2[CH:27]=[C:28]([NH:31][C:2]3[CH:9]=[C:8]([NH:10][C@@H:11]([C:16]4[CH:21]=[CH:20][CH:19]=[CH:18][CH:17]=4)[C@H:12]([OH:15])[CH2:13][OH:14])[C:5]([C:6]#[N:7])=[CH:4][N:3]=3)[CH:29]=[CH:30][C:25]=2[N:24]=[CH:23]1, predict the reactants needed to synthesize it. The reactants are: Cl[C:2]1[CH:9]=[C:8]([NH:10][C@@H:11]([C:16]2[CH:21]=[CH:20][CH:19]=[CH:18][CH:17]=2)[C@H:12]([OH:15])[CH2:13][OH:14])[C:5]([C:6]#[N:7])=[CH:4][N:3]=1.[S:22]1[C:26]2[CH:27]=[C:28]([NH2:31])[CH:29]=[CH:30][C:25]=2[N:24]=[CH:23]1.CN1C(=O)CCC1. (4) Given the product [C:9]([C:7]1[CH:8]=[C:3]([CH2:1][CH3:2])[CH:4]=[CH:5][C:6]=1[O:17][CH2:18][CH2:19][C@@H:20]([O:22][S:31]([CH3:30])(=[O:33])=[O:32])[CH3:21])(=[O:10])[C:11]1[CH:12]=[CH:13][CH:14]=[CH:15][CH:16]=1, predict the reactants needed to synthesize it. The reactants are: [CH2:1]([C:3]1[CH:4]=[CH:5][C:6]([O:17][CH2:18][CH2:19][C@@H:20]([OH:22])[CH3:21])=[C:7]([C:9]([C:11]2[CH:16]=[CH:15][CH:14]=[CH:13][CH:12]=2)=[O:10])[CH:8]=1)[CH3:2].CCN(CC)CC.[CH3:30][S:31](Cl)(=[O:33])=[O:32]. (5) Given the product [C:18]([O:17][C:15]([N:1]1[C@@H:9]2[C@@H:4]([CH2:5][CH2:6][CH2:7][CH2:8]2)[CH2:3][C@@H:2]1[C:10]([OH:12])=[O:11])=[O:16])([CH3:21])([CH3:20])[CH3:19], predict the reactants needed to synthesize it. The reactants are: [NH:1]1[C@@H:9]2[C@@H:4]([CH2:5][CH2:6][CH2:7][CH2:8]2)[CH2:3][C@@H:2]1[C:10]([OH:12])=[O:11].[OH-].[Na+].[C:15](O[C:15]([O:17][C:18]([CH3:21])([CH3:20])[CH3:19])=[O:16])([O:17][C:18]([CH3:21])([CH3:20])[CH3:19])=[O:16]. (6) Given the product [O:32]1[C@H:17]2[C:18](=[O:28])[CH2:19][C@H:43]3[C@:21]([CH3:20])([C@@H:16]12)[C:23]1[CH2:13][CH2:12][C@@:26]2([CH3:25])[C@@H:44]([CH2:11][CH2:10][C@@H:9]2[C@H:7]([CH3:8])[CH2:6][CH2:5][CH2:4][CH:2]([CH3:3])[CH3:1])[C:45]=1[O:46][C:47]3=[O:38], predict the reactants needed to synthesize it. The reactants are: [CH3:1][CH:2]([CH2:4][CH2:5][CH2:6][C@@H:7]([C@@H:9]1[C@:26]2(C)[C@H:12]([C:13]3[C@H:23](C[CH2:25]2)[C@:21]2(C)[CH:16]([CH2:17][C:18](=[O:28])[CH2:19][CH2:20]2)C(=O)C=3)[CH2:11][CH2:10]1)[CH3:8])[CH3:3].OO.[OH-:32].[Na+].[Cl-].[NH4+].S([O-])([O-])(=[O:38])=S.[Na+].[Na+].[CH2:43]1[CH2:47][O:46][CH2:45][CH2:44]1. (7) The reactants are: C([O-])([O-])=O.[Na+].[Na+].Br[C:8]1[CH:9]=[C:10]([C:13]#[C:14][C:15]2[CH:28]=[CH:27][C:18]([O:19][CH2:20][CH2:21][N:22]3[CH2:26][CH2:25][CH2:24][CH2:23]3)=[CH:17][CH:16]=2)[S:11][CH:12]=1.[Cl:29][C:30]1[CH:35]=[CH:34][C:33](OB(O)O)=[CH:32][CH:31]=1. Given the product [Cl:29][C:30]1[CH:35]=[CH:34][C:33]([C:8]2[CH:9]=[C:10]([C:13]#[C:14][C:15]3[CH:28]=[CH:27][C:18]([O:19][CH2:20][CH2:21][N:22]4[CH2:26][CH2:25][CH2:24][CH2:23]4)=[CH:17][CH:16]=3)[S:11][CH:12]=2)=[CH:32][CH:31]=1, predict the reactants needed to synthesize it.